Dataset: Forward reaction prediction with 1.9M reactions from USPTO patents (1976-2016). Task: Predict the product of the given reaction. (1) Given the reactants Cl.C(N=C=NCCCN(C)C)C.[C:13]1([CH2:19][O:20][C:21]([NH:23][C:24]2([C:30]([OH:32])=O)[CH2:29][CH2:28][CH2:27][CH2:26][CH2:25]2)=[O:22])[CH:18]=[CH:17][CH:16]=[CH:15][CH:14]=1.ON1C2C=CC=CC=2N=N1.[NH2:43][C@H:44]([CH2:48][OH:49])[CH:45]([CH3:47])[CH3:46], predict the reaction product. The product is: [C:13]1([CH2:19][O:20][C:21]([NH:23][C:24]2([C:30]([NH:43][C@H:44]([CH2:48][OH:49])[CH:45]([CH3:47])[CH3:46])=[O:32])[CH2:25][CH2:26][CH2:27][CH2:28][CH2:29]2)=[O:22])[CH:14]=[CH:15][CH:16]=[CH:17][CH:18]=1. (2) The product is: [OH:20][CH2:21][CH2:22][O:23][C:24]1[CH:25]=[CH:26][C:27]([C:44]2[NH:6][C:4](=[O:5])[C:3]3[C:2](=[CH:10][C:9]([O:11][CH3:12])=[CH:8][C:7]=3[O:13][CH3:14])[N:1]=2)=[N:28][C:29]=1[C:30]1[CH:35]=[CH:34][C:33]([S:36]([CH3:39])(=[O:38])=[O:37])=[CH:32][C:31]=1[C:40]([F:42])([F:43])[F:41]. Given the reactants [NH2:1][C:2]1[CH:10]=[C:9]([O:11][CH3:12])[CH:8]=[C:7]([O:13][CH3:14])[C:3]=1[C:4]([NH2:6])=[O:5].C([Si](C)(C)[O:20][CH2:21][CH2:22][O:23][C:24]1[CH:25]=[CH:26][C:27]([CH:44]=O)=[N:28][C:29]=1[C:30]1[CH:35]=[CH:34][C:33]([S:36]([CH3:39])(=[O:38])=[O:37])=[CH:32][C:31]=1[C:40]([F:43])([F:42])[F:41])(C)(C)C.OS([O-])=O.[Na+].O.C1(C)C=CC(S(O)(=O)=O)=CC=1, predict the reaction product. (3) Given the reactants [F:1][C:2]1[CH:7]=[C:6]([CH3:8])[CH:5]=[CH:4][C:3]=1[C:9](=O)[CH2:10][C:11]1[CH:16]=[CH:15][CH:14]=[CH:13][CH:12]=1.[Li+].C[Si]([N-][Si](C)(C)C)(C)C.[CH3:28][S:29][CH2:30][CH2:31][CH:32]=O.O.[NH2:35][NH2:36], predict the reaction product. The product is: [F:1][C:2]1[CH:7]=[C:6]([CH3:8])[CH:5]=[CH:4][C:3]=1[C:9]1[C:10]([C:11]2[CH:16]=[CH:15][CH:14]=[CH:13][CH:12]=2)=[C:32]([CH2:31][CH2:30][S:29][CH3:28])[NH:36][N:35]=1. (4) Given the reactants Cl[C:2]1[C:7]([C:8]([NH:10][C:11]2[CH:16]=[CH:15][C:14]([N:17]([CH2:25][CH2:26][C:27]3[CH:32]=[CH:31][CH:30]=[CH:29][N:28]=3)[C:18](=[O:24])[O:19][C:20]([CH3:23])([CH3:22])[CH3:21])=[CH:13][CH:12]=2)=[O:9])=[CH:6][CH:5]=[C:4]([CH3:33])[N:3]=1.C(OCC)(=O)C.O.[CH3:41][NH:42][CH3:43].O1CCCC1, predict the reaction product. The product is: [CH3:41][N:42]([CH3:43])[C:2]1[C:7]([C:8]([NH:10][C:11]2[CH:16]=[CH:15][C:14]([N:17]([CH2:25][CH2:26][C:27]3[CH:32]=[CH:31][CH:30]=[CH:29][N:28]=3)[C:18](=[O:24])[O:19][C:20]([CH3:23])([CH3:22])[CH3:21])=[CH:13][CH:12]=2)=[O:9])=[CH:6][CH:5]=[C:4]([CH3:33])[N:3]=1. (5) Given the reactants [CH3:1][O:2][C:3]1[CH:8]=[CH:7][C:6]([NH:9][C:10]([C:12]2[CH:17]=[CH:16][C:15]([C:18]3[CH:23]=[CH:22][CH:21]=[CH:20][CH:19]=3)=[CH:14][CH:13]=2)=[O:11])=[CH:5][C:4]=1[NH:24][C:25](=[O:35])[CH2:26][N:27]1[CH2:33][CH:32]2[O:34][CH:29]([CH2:30]C2)[CH2:28]1.ClCC(NC1C=C(NC(C2C=CC(C3C=CC=CC=3)=CC=2)=O)C=CC=1OC)=O.Cl.N1CCC[C@H](O)C1, predict the reaction product. The product is: [OH:34][C@H:29]1[CH2:30][CH2:32][CH2:33][N:27]([CH2:26][C:25]([NH:24][C:4]2[CH:5]=[C:6]([NH:9][C:10]([C:12]3[CH:17]=[CH:16][C:15]([C:18]4[CH:23]=[CH:22][CH:21]=[CH:20][CH:19]=4)=[CH:14][CH:13]=3)=[O:11])[CH:7]=[CH:8][C:3]=2[O:2][CH3:1])=[O:35])[CH2:28]1. (6) Given the reactants [C:1]1([S:7]([NH:10][C:11]2[CH:12]=[C:13]([C:18]3[S:22][C:21]([NH:23][C:24](=[O:26])[CH3:25])=[N:20][C:19]=3[CH3:27])[CH:14]=[N:15][C:16]=2[Cl:17])(=[O:9])=[O:8])[CH:6]=[CH:5][CH:4]=[CH:3][CH:2]=1.[Br:28]N1C(=O)CCC1=O.C(Cl)(Cl)(Cl)Cl, predict the reaction product. The product is: [C:1]1([S:7]([NH:10][C:11]2[CH:12]=[C:13]([C:18]3[S:22][C:21]([NH:23][C:24](=[O:26])[CH3:25])=[N:20][C:19]=3[CH2:27][Br:28])[CH:14]=[N:15][C:16]=2[Cl:17])(=[O:8])=[O:9])[CH:2]=[CH:3][CH:4]=[CH:5][CH:6]=1.